Dataset: Full USPTO retrosynthesis dataset with 1.9M reactions from patents (1976-2016). Task: Predict the reactants needed to synthesize the given product. (1) The reactants are: C[O:2][C:3](=[O:34])[CH2:4][C:5]([C:8]1[CH:13]=[CH:12][C:11]([O:14][CH2:15][CH2:16][CH:17]([O:19][C:20]2[CH:25]=[CH:24][C:23]([Cl:26])=[CH:22][C:21]=2[O:27][C:28]2[CH:33]=[CH:32][CH:31]=[CH:30][CH:29]=2)[CH3:18])=[CH:10][CH:9]=1)([CH3:7])[CH3:6].[OH-].[Na+].Cl. Given the product [Cl:26][C:23]1[CH:24]=[CH:25][C:20]([O:19][C@H:17]([CH3:18])[CH2:16][CH2:15][O:14][C:11]2[CH:10]=[CH:9][C:8]([C:5]([CH3:7])([CH3:6])[CH2:4][C:3]([OH:34])=[O:2])=[CH:13][CH:12]=2)=[C:21]([O:27][C:28]2[CH:29]=[CH:30][CH:31]=[CH:32][CH:33]=2)[CH:22]=1, predict the reactants needed to synthesize it. (2) The reactants are: [CH2:1]([O:5][CH2:6][CH2:7][O:8][CH2:9][CH2:10][OH:11])[CH2:2]CC.C(OCCOCCOCCO)CCC.COCCCOCCCO.CC(O)COC(CO)C. Given the product [CH2:1]([O:5][CH2:6][CH2:7][O:8][CH2:9][CH2:10][OH:11])[CH3:2], predict the reactants needed to synthesize it. (3) Given the product [Cl:8][C:7]1[N:6]2[CH:9]=[N:10][CH:11]=[C:5]2[C:4]([O:12][CH2:13][C@@H:14]2[CH2:19][CH2:18][CH2:17][N:16]([CH3:20])[CH2:15]2)=[CH:3][C:2]=1[C:26]1[CH:27]=[CH:28][C:23]([C:21]#[N:22])=[CH:24][CH:25]=1, predict the reactants needed to synthesize it. The reactants are: Br[C:2]1[CH:3]=[C:4]([O:12][CH2:13][C@@H:14]2[CH2:19][CH2:18][CH2:17][N:16]([CH3:20])[CH2:15]2)[C:5]2[N:6]([CH:9]=[N:10][CH:11]=2)[C:7]=1[Cl:8].[C:21]([C:23]1[CH:28]=[CH:27][C:26](B(O)O)=[CH:25][CH:24]=1)#[N:22].C1(C)C=CC=CC=1P(C1C=CC=CC=1C)C1C=CC=CC=1C.C(=O)([O-])[O-].[Na+].[Na+]. (4) Given the product [NH2:18][C:19](=[O:63])[C:20]([CH3:62])([CH3:61])[CH2:21][NH:22][C:23]([C@H:25]([CH:58]([CH3:60])[CH3:59])[CH2:26][C@@H:27]1[O:31][CH2:30][N:29]([C:32]([O:34][CH:35]([O:8][C:1]([C:2]2[CH:3]=[N:4][CH:5]=[CH:6][CH:7]=2)=[O:9])[CH3:36])=[O:33])[C@H:28]1[CH2:38][C@H:39]([CH2:43][C:44]1[CH:49]=[CH:48][C:47]([O:50][CH3:51])=[C:46]([O:52][CH2:53][CH2:54][CH2:55][O:56][CH3:57])[CH:45]=1)[CH:40]([CH3:42])[CH3:41])=[O:24], predict the reactants needed to synthesize it. The reactants are: [C:1]([OH:9])(=[O:8])[C:2]1[CH:7]=[CH:6][CH:5]=[N:4][CH:3]=1.[I-].[Cs+].C(=O)([O-])[O-].[Cs+].[Cs+].[NH2:18][C:19](=[O:63])[C:20]([CH3:62])([CH3:61])[CH2:21][NH:22][C:23]([C@H:25]([CH:58]([CH3:60])[CH3:59])[CH2:26][C@@H:27]1[O:31][CH2:30][N:29]([C:32]([O:34][CH:35](Cl)[CH3:36])=[O:33])[C@H:28]1[CH2:38][C@H:39]([CH2:43][C:44]1[CH:49]=[CH:48][C:47]([O:50][CH3:51])=[C:46]([O:52][CH2:53][CH2:54][CH2:55][O:56][CH3:57])[CH:45]=1)[CH:40]([CH3:42])[CH3:41])=[O:24].